This data is from Peptide-MHC class II binding affinity with 134,281 pairs from IEDB. The task is: Regression. Given a peptide amino acid sequence and an MHC pseudo amino acid sequence, predict their binding affinity value. This is MHC class II binding data. (1) The binding affinity (normalized) is 0.664. The peptide sequence is LWSPRERLVLTLGAA. The MHC is DRB1_1101 with pseudo-sequence DRB1_1101. (2) The peptide sequence is APADDKFTVFEAAFN. The MHC is HLA-DPA10301-DPB10402 with pseudo-sequence HLA-DPA10301-DPB10402. The binding affinity (normalized) is 0.229. (3) The peptide sequence is GQEKYTDYLTVMDRY. The MHC is HLA-DQA10501-DQB10303 with pseudo-sequence HLA-DQA10501-DQB10303. The binding affinity (normalized) is 0.301. (4) The peptide sequence is SKLLNLKSDLLRAGI. The MHC is DRB1_0101 with pseudo-sequence DRB1_0101. The binding affinity (normalized) is 0.918. (5) The peptide sequence is GELQIVDKIDAAFKH. The MHC is DRB1_0802 with pseudo-sequence DRB1_0802. The binding affinity (normalized) is 0.532. (6) The peptide sequence is PLYRYLGGCFACSL. The MHC is HLA-DQA10401-DQB10402 with pseudo-sequence HLA-DQA10401-DQB10402. The binding affinity (normalized) is 0.252. (7) The peptide sequence is QFKPEEITGIMKDLD. The MHC is HLA-DQA10501-DQB10201 with pseudo-sequence HLA-DQA10501-DQB10201. The binding affinity (normalized) is 0.407. (8) The peptide sequence is DESIFINKLNGAMVE. The MHC is HLA-DQA10501-DQB10301 with pseudo-sequence HLA-DQA10501-DQB10301. The binding affinity (normalized) is 0.760.